From a dataset of Reaction yield outcomes from USPTO patents with 853,638 reactions. Predict the reaction yield, written as a fraction of the theoretical maximum amount of product (1.0 means a 100% yield; for example, 0.34 means a 34% yield). The reactants are [CH2:1]([C:3]1[CH:4]=[C:5]2[C:9](=[CH:10][CH:11]=1)[NH:8][C:7](=[O:12])[C:6]2=[O:13])[CH3:2]. The catalyst is C(OC(=O)CCC)(=O)CCC. The product is [C:7]([N:8]1[C:9]2[C:5](=[CH:4][C:3]([CH2:1][CH3:2])=[CH:11][CH:10]=2)[C:6](=[O:13])[C:7]1=[O:12])(=[O:12])[CH2:6][CH2:5][CH3:4]. The yield is 0.750.